Dataset: Forward reaction prediction with 1.9M reactions from USPTO patents (1976-2016). Task: Predict the product of the given reaction. Given the reactants [CH:1]1([N:4]2[CH2:9][C:8]3([CH2:14][CH2:13][N:12]([S:15]([C:18]4[CH:23]=[CH:22][C:21](B5OC(C)(C)C(C)(C)O5)=[CH:20][CH:19]=4)(=[O:17])=[O:16])[CH2:11][CH2:10]3)[O:7][CH2:6][C:5]2=[O:33])[CH2:3][CH2:2]1.Br[C:35]1[CH:44]=[C:43]2[C:38]([CH:39]=[C:40]([Cl:45])[CH:41]=[N:42]2)=[CH:37][CH:36]=1.C(=O)([O-])[O-].[K+].[K+], predict the reaction product. The product is: [Cl:45][C:40]1[CH:41]=[N:42][C:43]2[C:38]([CH:39]=1)=[CH:37][CH:36]=[C:35]([C:21]1[CH:20]=[CH:19][C:18]([S:15]([N:12]3[CH2:11][CH2:10][C:8]4([O:7][CH2:6][C:5](=[O:33])[N:4]([CH:1]5[CH2:3][CH2:2]5)[CH2:9]4)[CH2:14][CH2:13]3)(=[O:16])=[O:17])=[CH:23][CH:22]=1)[CH:44]=2.